This data is from Catalyst prediction with 721,799 reactions and 888 catalyst types from USPTO. The task is: Predict which catalyst facilitates the given reaction. (1) Reactant: [H-].[Na+].[I-].[CH3:4][S+](C)(C)=O.[C:9]([O:13][C:14](=[O:27])/[CH:15]=[CH:16]/[C:17]1[CH:18]=[C:19]([CH:24]=[CH:25][CH:26]=1)[C:20]([O:22][CH3:23])=[O:21])([CH3:12])([CH3:11])[CH3:10].[Cl-].[NH4+]. Product: [C:9]([O:13][C:14]([C@@H:15]1[CH2:4][C@H:16]1[C:17]1[CH:18]=[C:19]([CH:24]=[CH:25][CH:26]=1)[C:20]([O:22][CH3:23])=[O:21])=[O:27])([CH3:12])([CH3:10])[CH3:11]. The catalyst class is: 16. (2) Reactant: C(N1CCC(NC)CC1)C1C=CC=CC=1.[CH2:16]([N:23]1[CH2:28][CH2:27][CH:26]([N:29]([CH3:42])[C:30](=[O:41])[CH2:31][O:32][C:33]2[N:38]=[C:37]([CH3:39])[CH:36]=[C:35]([CH3:40])[N:34]=2)[CH2:25][CH2:24]1)[C:17]1[CH:22]=[CH:21][CH:20]=[CH:19][CH:18]=1.[ClH:43].C(OCC)(=O)C. Product: [CH2:16]([N:23]1[CH2:28][CH2:27][CH:26]([N:29]([CH3:42])[C:30](=[O:41])[CH2:31][O:32][C:33]2[N:38]=[C:37]([CH3:39])[CH:36]=[C:35]([CH3:40])[N:34]=2)[CH2:25][CH2:24]1)[C:17]1[CH:18]=[CH:19][CH:20]=[CH:21][CH:22]=1.[ClH:43].[CH2:16]([N:23]1[CH2:28][CH2:27][CH:26]([N:29]([CH3:42])[C:30](=[O:41])[CH2:31][O:32][C:33]2[N:38]=[C:37]([CH3:39])[CH:36]=[C:35]([CH3:40])[N:34]=2)[CH2:25][CH2:24]1)[C:17]1[CH:18]=[CH:19][CH:20]=[CH:21][CH:22]=1. The catalyst class is: 5. (3) Reactant: Br[CH2:2][CH2:3][C:4]1[CH:13]=[CH:12][C:11]2[C:6](=[CH:7][CH:8]=[CH:9][CH:10]=2)[CH:5]=1.Cl.[F:15][C:16]([F:30])([F:29])[C:17]1[CH:18]=[C:19]([C:23]2[CH2:24][CH2:25][NH:26][CH2:27][CH:28]=2)[CH:20]=[CH:21][CH:22]=1.[OH-].[Na+].O. Product: [CH:5]1[C:6]2[C:11](=[CH:10][CH:9]=[CH:8][CH:7]=2)[CH:12]=[CH:13][C:4]=1[CH2:3][CH2:2][N:26]1[CH2:25][CH:24]=[C:23]([C:19]2[CH:20]=[CH:21][CH:22]=[C:17]([C:16]([F:15])([F:29])[F:30])[CH:18]=2)[CH2:28][CH2:27]1. The catalyst class is: 8.